Dataset: Forward reaction prediction with 1.9M reactions from USPTO patents (1976-2016). Task: Predict the product of the given reaction. (1) Given the reactants S(=O)(=O)(O)N.[CH3:6][C:7]([C:17]1[CH:24]=[CH:23][CH:22]=[CH:21][C:18]=1[CH:19]=[O:20])([CH3:16])[CH2:8][C@:9]1([C:12]([F:15])([F:14])[F:13])[CH2:11][O:10]1.Cl([O-])=[O:26].[Na+], predict the reaction product. The product is: [CH3:16][C:7]([C:17]1[CH:24]=[CH:23][CH:22]=[CH:21][C:18]=1[C:19]([OH:26])=[O:20])([CH3:6])[CH2:8][C@:9]1([C:12]([F:14])([F:15])[F:13])[CH2:11][O:10]1. (2) The product is: [F:46][C:39]1[CH:40]=[C:41]([O:18][C:8]2[CH:9]=[CH:10][C:11]([O:13][C:14]([F:16])([F:17])[F:15])=[CH:12][C:7]=2[C:4]2[CH:5]=[CH:6][N:1]=[N:2][CH:3]=2)[C:42]([CH3:44])=[CH:43][C:38]=1[S:35]([NH:34][C:47]1[S:48][CH:49]=[N:50][N:51]=1)(=[O:36])=[O:37]. Given the reactants [N:1]1[CH:6]=[CH:5][C:4]([C:7]2[CH:12]=[C:11]([O:13][C:14]([F:17])([F:16])[F:15])[CH:10]=[CH:9][C:8]=2[OH:18])=[CH:3][N:2]=1.CS(C)=O.C(=O)([O-])[O-].[K+].[K+].COC1C=C(OC)C=CC=1C[N:34]([C:47]1[S:48][CH:49]=[N:50][N:51]=1)[S:35]([C:38]1[CH:43]=[C:42]([CH3:44])[C:41](F)=[CH:40][C:39]=1[F:46])(=[O:37])=[O:36].C(Cl)Cl.FC(F)(F)C(O)=O, predict the reaction product. (3) Given the reactants [NH2:1][C:2]1[CH:7]=[CH:6][CH:5]=[CH:4][CH:3]=1.[C:8]1([C:14]2[CH:19]=[CH:18][CH:17]=[C:16]([C:20]3[CH:25]=[CH:24][CH:23]=[CH:22][CH:21]=3)[CH:15]=2)[CH:13]=[CH:12][CH:11]=[CH:10][CH:9]=1.C(O[Na])(C)(C)C, predict the reaction product. The product is: [C:2]1([NH:1][C:18]2[CH:17]=[C:16]([C:20]3[CH:25]=[CH:24][CH:23]=[CH:22][CH:21]=3)[CH:15]=[C:14]([C:8]3[CH:13]=[CH:12][CH:11]=[CH:10][CH:9]=3)[CH:19]=2)[CH:7]=[CH:6][CH:5]=[CH:4][CH:3]=1. (4) Given the reactants [Si:1]([O:8][C@H:9]([CH2:39][O:40][C:41]1[CH:46]=[CH:45][CH:44]=[CH:43][CH:42]=1)[CH2:10][N:11]([CH2:19][C@@H:20]1[CH2:29][CH2:28][C:27]2[C:22](=[CH:23][CH:24]=[C:25](B3OC(C)(C)C(C)(C)O3)[CH:26]=2)[O:21]1)[C:12](=[O:18])[O:13][C:14]([CH3:17])([CH3:16])[CH3:15])([C:4]([CH3:7])([CH3:6])[CH3:5])([CH3:3])[CH3:2].FC(F)(F)S(O[C:53]1[CH:54]=[CH:55][C:56]2[C:61](=[O:62])[O:60][C:59]([CH3:64])([CH3:63])[O:58][C:57]=2[CH:65]=1)(=O)=O.C(=O)(O)[O-].[Na+], predict the reaction product. The product is: [Si:1]([O:8][C@H:9]([CH2:39][O:40][C:41]1[CH:46]=[CH:45][CH:44]=[CH:43][CH:42]=1)[CH2:10][N:11]([CH2:19][C@@H:20]1[CH2:29][CH2:28][C:27]2[C:22](=[CH:23][CH:24]=[C:25]([C:53]3[CH:54]=[CH:55][C:56]4[C:61](=[O:62])[O:60][C:59]([CH3:64])([CH3:63])[O:58][C:57]=4[CH:65]=3)[CH:26]=2)[O:21]1)[C:12](=[O:18])[O:13][C:14]([CH3:17])([CH3:16])[CH3:15])([C:4]([CH3:5])([CH3:6])[CH3:7])([CH3:3])[CH3:2].